Predict the reaction yield, written as a fraction of the theoretical maximum amount of product (1.0 means a 100% yield; for example, 0.34 means a 34% yield). From a dataset of Reaction yield outcomes from USPTO patents with 853,638 reactions. (1) The reactants are [OH:1][C:2]1[CH:10]=[C:9]([C:11]([F:14])([F:13])[F:12])[CH:8]=[CH:7][C:3]=1[C:4]([OH:6])=[O:5].[C:15](=O)([O-])[O-].[K+].[K+].Br[CH:22]([CH3:24])[CH3:23].CCO[C:28]([CH3:30])=O. The catalyst is CN(C=O)C. The product is [CH:22]([O:5][C:4](=[O:6])[C:3]1[CH:7]=[CH:8][C:9]([C:11]([F:12])([F:13])[F:14])=[CH:10][C:2]=1[O:1][CH:28]([CH3:30])[CH3:15])([CH3:24])[CH3:23]. The yield is 0.280. (2) The reactants are [C:1]([C:3]1([C:14]2[CH:19]=[CH:18][CH:17]=[CH:16][N:15]=2)[CH2:6][N:5](C(OC(C)(C)C)=O)[CH2:4]1)#[N:2].[ClH:20]. The catalyst is O1CCOCC1. The product is [ClH:20].[N:15]1[CH:16]=[CH:17][CH:18]=[CH:19][C:14]=1[C:3]1([C:1]#[N:2])[CH2:4][NH:5][CH2:6]1. The yield is 0.990. (3) The reactants are C([O:3][C:4]([C:6]1[CH:7]=[C:8]([CH:19]=[CH:20][CH:21]=1)[O:9][C:10]1[CH:15]=[CH:14][C:13]([N+:16]([O-:18])=[O:17])=[CH:12][CH:11]=1)=[O:5])C.C1COCC1.O.O[Li].O. The catalyst is O. The product is [C:4]([C:6]1[CH:7]=[C:8]([CH:19]=[CH:20][CH:21]=1)[O:9][C:10]1[CH:11]=[CH:12][C:13]([N+:16]([O-:18])=[O:17])=[CH:14][CH:15]=1)([OH:5])=[O:3]. The yield is 0.950.